From a dataset of Forward reaction prediction with 1.9M reactions from USPTO patents (1976-2016). Predict the product of the given reaction. (1) The product is: [C:1]([N:5]1[C:9]([C:10]2[CH:11]=[CH:12][C:13]([F:16])=[CH:14][CH:15]=2)=[C:8]([C:17]2[S:18][CH:19]=[C:20]([CH2:22][C:23]([NH:30][CH2:29][CH2:28][C:27]#[N:26])=[O:25])[N:21]=2)[CH:7]=[N:6]1)([CH3:2])([CH3:3])[CH3:4]. Given the reactants [C:1]([N:5]1[C:9]([C:10]2[CH:15]=[CH:14][C:13]([F:16])=[CH:12][CH:11]=2)=[C:8]([C:17]2[S:18][CH:19]=[C:20]([CH2:22][C:23]([OH:25])=O)[N:21]=2)[CH:7]=[N:6]1)([CH3:4])([CH3:3])[CH3:2].[NH2:26][CH2:27][CH2:28][C:29]#[N:30], predict the reaction product. (2) Given the reactants C(O[C:6](=O)[N:7]([C@@H:9]([CH3:48])[C:10]([NH:12][C@@H:13]([CH:42]1[CH2:47][CH2:46][CH2:45][CH2:44][CH2:43]1)[C:14]([N:16]1[C@H:21]([C:22](=[O:35])[NH:23][C:24]2[S:28][N:27]=[N:26][C:25]=2[C:29]2[CH:34]=[CH:33][CH:32]=[CH:31][CH:30]=2)[CH2:20][N:19]2[CH2:36][C@H:37]([O:39][CH2:40][CH3:41])[CH2:38][C@@H:18]2[CH2:17]1)=[O:15])=[O:11])C)(C)(C)C, predict the reaction product. The product is: [CH:42]1([C@H:13]([NH:12][C:10](=[O:11])[C@H:9]([CH3:48])[NH:7][CH3:6])[C:14]([N:16]2[C@H:21]([C:22]([NH:23][C:24]3[S:28][N:27]=[N:26][C:25]=3[C:29]3[CH:30]=[CH:31][CH:32]=[CH:33][CH:34]=3)=[O:35])[CH2:20][N:19]3[CH2:36][C@H:37]([O:39][CH2:40][CH3:41])[CH2:38][C@@H:18]3[CH2:17]2)=[O:15])[CH2:47][CH2:46][CH2:45][CH2:44][CH2:43]1. (3) Given the reactants Cl[C:2]1[N:6]([CH3:7])[N:5]=[CH:4][C:3]=1[N+:8]([O-:10])=[O:9].O.O.[F-].[K+].[O:15]1[C:20](B2OC(C)(C)C(C)(C)O2)=[CH:19][CH2:18][CH2:17][CH2:16]1, predict the reaction product. The product is: [O:15]1[C:16]([C:2]2[N:6]([CH3:7])[N:5]=[CH:4][C:3]=2[N+:8]([O-:10])=[O:9])=[CH:17][CH2:18][CH2:19][CH2:20]1. (4) The product is: [C:11](=[O:12])([OH:13])[NH2:19].[NH:19]1[CH:23]=[CH:22][N:21]=[CH:20]1. Given the reactants OCCCN(C)C(=O)CCCC[C:11]([O:13]C)=[O:12].C([N:19]1[CH:23]=[CH:22][N:21]=[CH:20]1)([N:19]1[CH:23]=[CH:22][N:21]=[CH:20]1)=O, predict the reaction product. (5) Given the reactants [NH:1]1[CH2:6][CH2:5][O:4][CH2:3][CH2:2]1.[NH2:7][C:8]([C:10]1[CH:15]=[C:14]([O:16][C:17]2[CH:26]=[C:25]3[C:20]([CH:21]=[CH:22][C:23]([C:27]([NH:29][C:30]4[CH:35]=[CH:34][CH:33]=[C:32]([C:36]([CH3:39])([CH3:38])[CH3:37])[CH:31]=4)=[O:28])=[CH:24]3)=[CH:19][CH:18]=2)[CH:13]=[CH:12][N:11]=1)=S, predict the reaction product. The product is: [C:36]([C:32]1[CH:31]=[C:30]([NH:29][C:27]([C:23]2[CH:22]=[CH:21][C:20]3[C:25](=[CH:26][C:17]([O:16][C:14]4[CH:13]=[CH:12][N:11]=[C:10]([C:8](=[NH:7])[N:1]5[CH2:6][CH2:5][O:4][CH2:3][CH2:2]5)[CH:15]=4)=[CH:18][CH:19]=3)[CH:24]=2)=[O:28])[CH:35]=[CH:34][CH:33]=1)([CH3:39])([CH3:37])[CH3:38].